From a dataset of Catalyst prediction with 721,799 reactions and 888 catalyst types from USPTO. Predict which catalyst facilitates the given reaction. (1) Reactant: [CH:1]([N:4]1[C:8]([C:9]2[N:18]=[C:17]3[N:11]([CH2:12][CH2:13][O:14][C:15]4[CH:22]=[C:21](B5OC(C)(C)C(C)(C)O5)[CH:20]=[CH:19][C:16]=43)[CH:10]=2)=[N:7][CH:6]=[N:5]1)([CH3:3])[CH3:2].[CH3:32][O:33][C:34]([CH:36]1[CH:41](OS(C(F)(F)F)(=O)=O)[CH2:40][CH2:39][N:38]([C:50]([O:52][C:53]([CH3:56])([CH3:55])[CH3:54])=[O:51])[CH2:37]1)=[O:35].C([O-])(=O)C.[K+]. Product: [CH3:32][O:33][C:34]([C:36]1[CH2:37][N:38]([C:50]([O:52][C:53]([CH3:56])([CH3:55])[CH3:54])=[O:51])[CH2:39][CH2:40][C:41]=1[C:21]1[CH:20]=[CH:19][C:16]2[C:17]3[N:11]([CH2:12][CH2:13][O:14][C:15]=2[CH:22]=1)[CH:10]=[C:9]([C:8]1[N:4]([CH:1]([CH3:3])[CH3:2])[N:5]=[CH:6][N:7]=1)[N:18]=3)=[O:35]. The catalyst class is: 34. (2) Reactant: [CH3:1][O:2][C:3]([C:5]1[C:10]2[S:11][C:12]([CH3:14])=[CH:13][C:9]=2[CH:8]=[CH:7][CH:6]=1)=[O:4].[Br:15]Br. Product: [CH3:1][O:2][C:3]([C:5]1[C:10]2[S:11][C:12]([CH3:14])=[C:13]([Br:15])[C:9]=2[CH:8]=[CH:7][CH:6]=1)=[O:4]. The catalyst class is: 373. (3) Reactant: Cl[CH2:2][CH2:3][CH2:4][CH2:5][O:6][C:7]1[CH:16]=[C:15]2[C:10]([C:11]([O:17][C:18]3[CH:23]=[CH:22][C:21]([CH3:24])=[CH:20][C:19]=3[C:25]([C:27]3[CH:32]=[CH:31][CH:30]=[CH:29][CH:28]=3)=[O:26])=[CH:12][CH:13]=[N:14]2)=[CH:9][C:8]=1[O:33][CH3:34].[CH2:35]([NH:37][CH2:38][CH3:39])[CH3:36].C(=O)([O-])[O-].[K+].[K+].O. Product: [CH2:35]([N:37]([CH2:38][CH3:39])[CH2:2][CH2:3][CH2:4][CH2:5][O:6][C:7]1[CH:16]=[C:15]2[C:10]([C:11]([O:17][C:18]3[CH:23]=[CH:22][C:21]([CH3:24])=[CH:20][C:19]=3[C:25]([C:27]3[CH:32]=[CH:31][CH:30]=[CH:29][CH:28]=3)=[O:26])=[CH:12][CH:13]=[N:14]2)=[CH:9][C:8]=1[O:33][CH3:34])[CH3:36]. The catalyst class is: 9. (4) Reactant: [CH2:1]([C:4]1[CH:13]=[CH:12][C:7]2[C:8](=[O:11])[O:9][CH2:10][C:6]=2[CH:5]=1)[CH:2]=C.[O:14]=[O+][O-].[BH4-].[Na+]. Product: [OH:14][CH2:2][CH2:1][C:4]1[CH:13]=[CH:12][C:7]2[C:8](=[O:11])[O:9][CH2:10][C:6]=2[CH:5]=1. The catalyst class is: 61. (5) Product: [I:11][C:9]1[C:2]([NH2:1])=[N:3][CH:4]=[C:5]([N+:21]#[C-:22])[CH:8]=1. The catalyst class is: 185. Reactant: [NH2:1][C:2]1[C:9](Br)=[CH:8][C:5](C#N)=[CH:4][N:3]=1.[I-:11].[Na+].CN[C@@H]1CCCC[C@H]1[NH:21][CH3:22].